Regression. Given a peptide amino acid sequence and an MHC pseudo amino acid sequence, predict their binding affinity value. This is MHC class II binding data. From a dataset of Peptide-MHC class II binding affinity with 134,281 pairs from IEDB. The peptide sequence is DFREFSRAKGLNQEI. The MHC is DRB1_0901 with pseudo-sequence DRB1_0901. The binding affinity (normalized) is 0.666.